Dataset: NCI-60 drug combinations with 297,098 pairs across 59 cell lines. Task: Regression. Given two drug SMILES strings and cell line genomic features, predict the synergy score measuring deviation from expected non-interaction effect. (1) Drug 2: N.N.Cl[Pt+2]Cl. Drug 1: CC(C1=C(C=CC(=C1Cl)F)Cl)OC2=C(N=CC(=C2)C3=CN(N=C3)C4CCNCC4)N. Cell line: IGROV1. Synergy scores: CSS=4.52, Synergy_ZIP=-1.41, Synergy_Bliss=-2.54, Synergy_Loewe=-4.31, Synergy_HSA=-3.15. (2) Drug 1: C1CCC(CC1)NC(=O)N(CCCl)N=O. Drug 2: C1=CC(=CC=C1CC(C(=O)O)N)N(CCCl)CCCl.Cl. Cell line: UACC62. Synergy scores: CSS=42.4, Synergy_ZIP=4.06, Synergy_Bliss=5.77, Synergy_Loewe=5.92, Synergy_HSA=7.57. (3) Drug 1: CC1=C2C(C(=O)C3(C(CC4C(C3C(C(C2(C)C)(CC1OC(=O)C(C(C5=CC=CC=C5)NC(=O)OC(C)(C)C)O)O)OC(=O)C6=CC=CC=C6)(CO4)OC(=O)C)OC)C)OC. Drug 2: C1=NC(=NC(=O)N1C2C(C(C(O2)CO)O)O)N. Cell line: SNB-19. Synergy scores: CSS=40.1, Synergy_ZIP=0.684, Synergy_Bliss=-0.544, Synergy_Loewe=-25.8, Synergy_HSA=0.227.